From a dataset of Full USPTO retrosynthesis dataset with 1.9M reactions from patents (1976-2016). Predict the reactants needed to synthesize the given product. Given the product [CH:22]1([C:28]2[CH:37]=[C:36]([C:38]([NH:1][C:2]3[CH:7]=[C:6]([C:8]4[CH:13]=[CH:12][C:11]([C:14]([NH:16][CH2:17][CH:18]5[CH2:20][CH2:19]5)=[O:15])=[CH:10][CH:9]=4)[C:5]([CH3:21])=[CH:4][CH:3]=3)=[O:39])[C:35]3[C:30](=[CH:31][CH:32]=[C:33]([CH3:41])[CH:34]=3)[N:29]=2)[CH2:23][CH2:24][CH2:25][CH2:26][CH2:27]1, predict the reactants needed to synthesize it. The reactants are: [NH2:1][C:2]1[CH:3]=[CH:4][C:5]([CH3:21])=[C:6]([C:8]2[CH:13]=[CH:12][C:11]([C:14]([NH:16][CH2:17][CH:18]3[CH2:20][CH2:19]3)=[O:15])=[CH:10][CH:9]=2)[CH:7]=1.[CH:22]1([C:28]2[CH:37]=[C:36]([C:38](O)=[O:39])[C:35]3[C:30](=[CH:31][CH:32]=[C:33]([CH3:41])[CH:34]=3)[N:29]=2)[CH2:27][CH2:26][CH2:25][CH2:24][CH2:23]1.